This data is from Forward reaction prediction with 1.9M reactions from USPTO patents (1976-2016). The task is: Predict the product of the given reaction. (1) The product is: [Br:1][C:2]1[CH:7]=[C:6]2[C:5](=[C:4]([CH3:10])[CH:3]=1)[NH:8][CH:11]=[C:12]2[CH3:13]. Given the reactants [Br:1][C:2]1[CH:7]=[CH:6][C:5]([NH:8]N)=[C:4]([CH3:10])[CH:3]=1.[CH:11](=O)[CH2:12][CH3:13], predict the reaction product. (2) The product is: [Cl:19][C:7]1[C:8]([O:10][CH2:20][O:18][CH3:13])=[CH:9][C:2]([OH:1])=[C:3]([CH:6]=1)[CH:4]=[O:5]. Given the reactants [OH:1][C:2]1[CH:9]=[C:8]([OH:10])[CH:7]=[CH:6][C:3]=1[CH:4]=[O:5].ClN1C(=O)CC[C:13]1=[O:18].[ClH:19].[CH3:20]C(O)C, predict the reaction product. (3) Given the reactants [OH:1][C:2]1[C:3]([CH3:18])=[C:4]2[C:9](=[C:10]([CH3:13])[C:11]=1[CH3:12])[O:8][C:7]([CH3:17])([C:14]([NH2:16])=[O:15])[CH2:6][CH2:5]2.CC[O:21]C(C)=O, predict the reaction product. The product is: [OH:21][C:7]([CH3:17])([CH2:6][CH2:5][C:4]1[C:9](=[O:8])[C:10]([CH3:13])=[C:11]([CH3:12])[C:2](=[O:1])[C:3]=1[CH3:18])[C:14]([NH2:16])=[O:15]. (4) Given the reactants [F:1][C:2]([F:30])([F:29])[C:3]1[CH:4]=[C:5]([CH:13]([C:15]2[N:19](CC3C=CC(OC)=CC=3)[N:18]=[N:17][N:16]=2)[OH:14])[CH:6]=[C:7]([C:9]([F:12])([F:11])[F:10])[CH:8]=1.[N+]([O-])([O-])=O.[Ce].[NH4+].C([O-])(O)=O.[Na+].Cl.[Cl-].[Na+].O, predict the reaction product. The product is: [F:30][C:2]([F:1])([F:29])[C:3]1[CH:4]=[C:5]([CH:13]([C:15]2[NH:19][N:18]=[N:17][N:16]=2)[OH:14])[CH:6]=[C:7]([C:9]([F:10])([F:11])[F:12])[CH:8]=1. (5) The product is: [C:1]([CH2:3][N:4]([CH2:5][C:6]1[CH:11]=[CH:10][C:9]([C:12]([N:14]2[CH2:19][CH2:18][CH2:17][C@@H:16]([C:20]([C:30]3[CH:35]=[CH:34][CH:33]=[C:32]([F:36])[C:31]=3[C:37]3[CH:42]=[CH:41][CH:40]=[C:39]([CH3:43])[CH:38]=3)([OH:29])[CH2:21][CH2:22][CH2:23][NH:24][C:25]([O:26][CH3:27])=[O:28])[CH2:15]2)=[O:13])=[CH:8][CH:7]=1)[C:50](=[O:51])[O:52][C:53]([CH3:56])([CH3:55])[CH3:54])#[N:2]. Given the reactants [C:1]([CH2:3][NH:4][CH2:5][C:6]1[CH:11]=[CH:10][C:9]([C:12]([N:14]2[CH2:19][CH2:18][CH2:17][C@@H:16]([C:20]([C:30]3[CH:35]=[CH:34][CH:33]=[C:32]([F:36])[C:31]=3[C:37]3[CH:42]=[CH:41][CH:40]=[C:39]([CH3:43])[CH:38]=3)([OH:29])[CH2:21][CH2:22][CH2:23][NH:24][C:25](=[O:28])[O:26][CH3:27])[CH2:15]2)=[O:13])=[CH:8][CH:7]=1)#[N:2].C(=O)([O-])[O-].[K+].[K+].[C:50](O[C:50]([O:52][C:53]([CH3:56])([CH3:55])[CH3:54])=[O:51])([O:52][C:53]([CH3:56])([CH3:55])[CH3:54])=[O:51], predict the reaction product. (6) The product is: [C:8]([O:12][C:13]([NH:15][C@@:16]1([C:30]([O:32][C:33]([CH3:36])([CH3:35])[CH3:34])=[O:31])[CH:21]=[CH:20][C@@H:19]2[C@H:17]1[C@H:18]2[C:23]([O:25][C:26]([CH3:28])([CH3:27])[CH3:29])=[O:24])=[O:14])([CH3:11])([CH3:9])[CH3:10]. Given the reactants C(N(CC)CC)C.[C:8]([O:12][C:13]([NH:15][C@@:16]1([C:30]([O:32][C:33]([CH3:36])([CH3:35])[CH3:34])=[O:31])[CH2:21][C@H:20](O)[CH:19]2[CH:17]1[CH:18]2[C:23]([O:25][C:26]([CH3:29])([CH3:28])[CH3:27])=[O:24])=[O:14])([CH3:11])([CH3:10])[CH3:9].O1CCCC1.CC(C)([O-])C.[K+], predict the reaction product. (7) The product is: [F:16][C:6]1[CH:5]=[C:4]([N:17]2[C:25]3[CH:24]=[CH:23][CH:22]=[C:21]([OH:26])[C:20]=3[CH:19]=[CH:18]2)[CH:3]=[C:2]([F:1])[C:7]=1[OH:8]. Given the reactants [F:1][C:2]1[CH:3]=[C:4]([N:17]2[C:25]3[C:20](=[C:21]([O:26]CC4C=CC=CC=4)[CH:22]=[CH:23][CH:24]=3)[CH:19]=[CH:18]2)[CH:5]=[C:6]([F:16])[C:7]=1[O:8]CC1C=CC=CC=1, predict the reaction product. (8) The product is: [C:1]([O:4][C:5]1[CH:6]=[C:7](/[CH:8]=[CH:30]/[C:29]2[CH:28]=[CH:27][C:26]([O:25][C:22](=[O:24])[CH3:23])=[CH:33][CH:32]=2)[CH:11]=[C:12]([O:14][C:15](=[O:17])[CH3:16])[CH:13]=1)(=[O:3])[CH3:2]. Given the reactants [C:1]([O:4][C:5]1[CH:6]=[C:7]([CH:11]=[C:12]([O:14][C:15](=[O:17])[CH3:16])[CH:13]=1)[C:8](O)=O)(=[O:3])[CH3:2].S(Cl)(Cl)=O.[C:22]([O:25][C:26]1[CH:33]=[CH:32][C:29]([CH:30]=C)=[CH:28][CH:27]=1)(=[O:24])[CH3:23].C(N1CCOCC1)C, predict the reaction product.